From a dataset of Peptide-MHC class II binding affinity with 134,281 pairs from IEDB. Regression. Given a peptide amino acid sequence and an MHC pseudo amino acid sequence, predict their binding affinity value. This is MHC class II binding data. (1) The peptide sequence is EPIAAYHFDLSGIAF. The MHC is HLA-DQA10102-DQB10502 with pseudo-sequence HLA-DQA10102-DQB10502. The binding affinity (normalized) is 0.516. (2) The peptide sequence is KGSNEKHLAVLVKYE. The MHC is HLA-DQA10301-DQB10302 with pseudo-sequence HLA-DQA10301-DQB10302. The binding affinity (normalized) is 0.297. (3) The peptide sequence is EKKYFAATQFEPLKA. The MHC is HLA-DQA10101-DQB10501 with pseudo-sequence HLA-DQA10101-DQB10501. The binding affinity (normalized) is 0.306. (4) The peptide sequence is GLFNPMILAAGLIACDPNR. The MHC is DRB1_0301 with pseudo-sequence DRB1_0301. The binding affinity (normalized) is 0.176. (5) The peptide sequence is SSNPTILSEGNSFTA. The MHC is DRB1_0401 with pseudo-sequence DRB1_0401. The binding affinity (normalized) is 0.644. (6) The peptide sequence is QKLLLEEGVPSHIMS. The MHC is DRB1_0405 with pseudo-sequence DRB1_0405. The binding affinity (normalized) is 0.442. (7) The binding affinity (normalized) is 0.347. The peptide sequence is GGSILKISNKYHTKG. The MHC is HLA-DQA10104-DQB10503 with pseudo-sequence HLA-DQA10104-DQB10503.